Dataset: Forward reaction prediction with 1.9M reactions from USPTO patents (1976-2016). Task: Predict the product of the given reaction. The product is: [N:12]1([C:4]2[N:3]=[C:2]([Cl:1])[N:10]=[C:9]3[C:5]=2[N:6]=[CH:7][NH:8]3)[C:16]2[CH:17]=[CH:18][CH:19]=[CH:20][C:15]=2[N:14]=[CH:13]1. Given the reactants [Cl:1][C:2]1[N:10]=[C:9]2[C:5]([NH:6][CH:7]=[N:8]2)=[C:4](Cl)[N:3]=1.[N:12]1[C:16]2[CH:17]=[CH:18][CH:19]=[CH:20][C:15]=2[NH:14][CH:13]=1, predict the reaction product.